This data is from Cav3 T-type calcium channel HTS with 100,875 compounds. The task is: Binary Classification. Given a drug SMILES string, predict its activity (active/inactive) in a high-throughput screening assay against a specified biological target. (1) The drug is Clc1c(CNc2ncnc3nc[nH]c23)cccc1. The result is 0 (inactive). (2) The drug is Clc1ccc(c2nc(on2)CCCc2ccccc2)cc1. The result is 0 (inactive). (3) The molecule is O(CC(=O)Nc1c(C(=O)NCCC)cccc1)c1ccc(OC)cc1. The result is 0 (inactive).